Dataset: Full USPTO retrosynthesis dataset with 1.9M reactions from patents (1976-2016). Task: Predict the reactants needed to synthesize the given product. (1) The reactants are: [Cl-].[C:2]([IH+:6]([C:13]([CH3:16])([CH3:15])[CH3:14])[C:7]1[CH:12]=[CH:11][CH:10]=[CH:9][CH:8]=1)([CH3:5])([CH3:4])[CH3:3].[P:17]([O:25]CC)([O:22][CH2:23][CH3:24])([O:19][CH2:20][CH3:21])=[O:18]. Given the product [CH2:20]([O:19][P:17]([O-:25])([O:22][CH2:23][CH3:24])=[O:18])[CH3:21].[C:13]([IH+:6]([C:2]([CH3:5])([CH3:4])[CH3:3])[C:7]1[CH:12]=[CH:11][CH:10]=[CH:9][CH:8]=1)([CH3:16])([CH3:15])[CH3:14], predict the reactants needed to synthesize it. (2) Given the product [F:1][C:2]1[C:3]([NH:21][CH2:22][CH:23]2[CH2:27][CH2:26][CH2:25][N:24]2[C:31](=[O:32])[CH2:30][C:28]#[N:29])=[N:4][C:5]([NH:8][C:9]2[CH:10]=[N:11][C:12]([N:15]3[CH2:20][CH2:19][O:18][CH2:17][CH2:16]3)=[CH:13][CH:14]=2)=[N:6][CH:7]=1, predict the reactants needed to synthesize it. The reactants are: [F:1][C:2]1[C:3]([NH:21][CH2:22][CH:23]2[CH2:27][CH2:26][CH2:25][NH:24]2)=[N:4][C:5]([NH:8][C:9]2[CH:10]=[N:11][C:12]([N:15]3[CH2:20][CH2:19][O:18][CH2:17][CH2:16]3)=[CH:13][CH:14]=2)=[N:6][CH:7]=1.[C:28]([CH2:30][C:31](O)=[O:32])#[N:29].CN(C(ON1N=NC2C=CC=NC1=2)=[N+](C)C)C.F[P-](F)(F)(F)(F)F. (3) Given the product [OH:24][CH2:23][CH2:22][CH2:21][NH:20][C:19]1[C:10]2[N:11]([C:7]([C:4]3[CH2:3][CH2:2][N:1]([C:29](=[O:31])[CH3:30])[CH2:6][CH:5]=3)=[CH:8][N:9]=2)[C:12]2[C:17]([N:18]=1)=[CH:16][C:15]([C:25]([F:26])([F:28])[F:27])=[CH:14][CH:13]=2, predict the reactants needed to synthesize it. The reactants are: [NH:1]1[CH2:6][CH:5]=[C:4]([C:7]2[N:11]3[C:12]4[C:17]([N:18]=[C:19]([NH:20][CH2:21][CH2:22][CH2:23][OH:24])[C:10]3=[N:9][CH:8]=2)=[CH:16][C:15]([C:25]([F:28])([F:27])[F:26])=[CH:14][CH:13]=4)[CH2:3][CH2:2]1.[C:29](Cl)(=[O:31])[CH3:30]. (4) The reactants are: [H-].[Na+].ClC([O:6][CH3:7])=O.[C:8](OCC)(=O)[CH3:9].[CH3:14][CH2:15][CH2:16][CH2:17][CH2:18][CH3:19].C[N:21]([CH:23]=O)C. Given the product [NH2:21][C:23]1[CH:14]=[CH:15][CH:16]=[C:17]2[C:9]=1[CH2:8][C@H:7]([OH:6])[CH2:19][CH2:18]2, predict the reactants needed to synthesize it. (5) Given the product [ClH:25].[NH2:1][C:2]1[CH:7]=[CH:6][CH:5]=[CH:4][C:3]=1[S:8][C:9]1[C:17]2[C:12](=[CH:13][CH:14]=[CH:15][CH:16]=2)[NH:11][C:10]=1[C:18]([N:20]1[CH2:24][CH2:23][CH2:22][CH2:21]1)=[O:19], predict the reactants needed to synthesize it. The reactants are: [NH2:1][C:2]1[CH:7]=[CH:6][CH:5]=[CH:4][C:3]=1[S:8][C:9]1[C:17]2[C:12](=[CH:13][CH:14]=[CH:15][CH:16]=2)[NH:11][C:10]=1[C:18]([N:20]1[CH2:24][CH2:23][CH2:22][CH2:21]1)=[O:19].[ClH:25]. (6) Given the product [CH2:19]([C@@H:16]1[CH2:17][CH2:18][C@H:13]([O:12][C:6]2[CH:5]=[C:4]3[C:9]([CH:10]=[CH:11][C:2]([CH:29]=[O:30])=[CH:3]3)=[CH:8][CH:7]=2)[CH2:14][CH2:15]1)[CH3:20], predict the reactants needed to synthesize it. The reactants are: Br[C:2]1[CH:11]=[CH:10][C:9]2[C:4](=[CH:5][C:6]([O:12][C@H:13]3[CH2:18][CH2:17][C@@H:16]([CH2:19][CH3:20])[CH2:15][CH2:14]3)=[CH:7][CH:8]=2)[CH:3]=1.[Li]CCCC.CN([CH:29]=[O:30])C. (7) Given the product [CH2:1]([O:8][C:9](=[O:24])[NH:10][CH2:11][C@H:12]1[CH2:16][CH2:15][N:14]([C:17]2[C:36]3[C:31](=[CH:32][C:33]([CH3:37])=[CH:34][CH:35]=3)[N:30]=[C:29]([C:38]3[CH:43]=[CH:42][CH:41]=[CH:40][C:39]=3[OH:44])[N:28]=2)[CH2:13]1)[C:2]1[CH:3]=[CH:4][CH:5]=[CH:6][CH:7]=1, predict the reactants needed to synthesize it. The reactants are: [CH2:1]([O:8][C:9](=[O:24])[NH:10][CH2:11][C@H:12]1[CH2:16][CH2:15][N:14]([C:17](OC(C)(C)C)=O)[CH2:13]1)[C:2]1[CH:7]=[CH:6][CH:5]=[CH:4][CH:3]=1.Cl.ClC1[C:36]2[C:31](=[CH:32][C:33]([CH3:37])=[CH:34][CH:35]=2)[N:30]=[C:29]([C:38]2[CH:43]=[CH:42][CH:41]=[CH:40][C:39]=2[OH:44])[N:28]=1.C(N(CC)CC)C. (8) Given the product [F:31][C:32]1[CH:33]=[C:34]([C@H:43]([NH:44][C:19](=[O:21])[O:1][CH:2]2[CH2:3][CH2:4][C:5](=[O:8])[NH:6][CH2:7]2)[C:45]2[C:50]([F:51])=[CH:49][CH:48]=[CH:47][N:46]=2)[CH:35]=[CH:36][C:37]=1[O:38][C:39]([F:42])([F:41])[F:40], predict the reactants needed to synthesize it. The reactants are: [OH:1][CH:2]1[CH2:7][NH:6][C:5](=[O:8])[CH2:4][CH2:3]1.CCN(C(C)C)C(C)C.Cl[C:19](Cl)([O:21]C(=O)OC(Cl)(Cl)Cl)Cl.Cl.[F:31][C:32]1[CH:33]=[C:34]([C@@H:43]([C:45]2[C:50]([F:51])=[CH:49][CH:48]=[CH:47][N:46]=2)[NH2:44])[CH:35]=[CH:36][C:37]=1[O:38][C:39]([F:42])([F:41])[F:40].[Cl-].[NH4+].